This data is from Catalyst prediction with 721,799 reactions and 888 catalyst types from USPTO. The task is: Predict which catalyst facilitates the given reaction. (1) Reactant: [F:1][C:2]([F:20])([F:19])[CH2:3][C:4]1[NH:5][C:6]2[C:11]([CH:12]=1)=[C:10]([C:13]([F:16])([F:15])[F:14])[C:9]([C:17]#[N:18])=[CH:8][CH:7]=2.C([O-])([O-])=O.[Cs+].[Cs+].[F:27][C:28]([F:47])([F:46])[C:29]1[CH:30]=[C:31]([C:39]2[O:43][N:42]=[C:41]([CH2:44]Cl)[N:40]=2)[CH:32]=[C:33]([C:35]([F:38])([F:37])[F:36])[CH:34]=1.CC#N. Product: [F:47][C:28]([F:27])([F:46])[C:29]1[CH:30]=[C:31]([C:39]2[O:43][N:42]=[C:41]([CH2:44][N:5]3[C:6]4[C:11](=[C:10]([C:13]([F:16])([F:15])[F:14])[C:9]([C:17]#[N:18])=[CH:8][CH:7]=4)[CH:12]=[C:4]3[CH2:3][C:2]([F:1])([F:19])[F:20])[N:40]=2)[CH:32]=[C:33]([C:35]([F:37])([F:36])[F:38])[CH:34]=1. The catalyst class is: 25. (2) Reactant: [N+:1]([C:4]1[CH:9]=[CH:8][C:7]([C:10]2[O:11][C:12]3[CH:18]=[CH:17][C:16]([N+:19]([O-])=O)=[CH:15][C:13]=3[CH:14]=2)=[CH:6][CH:5]=1)([O-])=O.Cl.O1CCOCC1. Product: [NH2:1][C:4]1[CH:9]=[CH:8][C:7]([C:10]2[O:11][C:12]3[CH:18]=[CH:17][C:16]([NH2:19])=[CH:15][C:13]=3[CH:14]=2)=[CH:6][CH:5]=1. The catalyst class is: 150.